From a dataset of Full USPTO retrosynthesis dataset with 1.9M reactions from patents (1976-2016). Predict the reactants needed to synthesize the given product. (1) The reactants are: [F:1][C:2]([Si](C)(C)C)([F:4])[F:3].[F-].[CH2:10]([N+:14](CCCC)(CCCC)[CH2:15]CCC)[CH2:11]CC.Cl.[O:28]1[CH2:32][CH2:31][CH2:30][CH2:29]1. Given the product [CH3:11][C:10]1[CH:29]=[CH:30][C:31]([CH:32]([OH:28])[C:2]([F:4])([F:3])[F:1])=[CH:15][N:14]=1, predict the reactants needed to synthesize it. (2) Given the product [Br:1][C:2]1[CH:7]=[C:6]([N+:8]([O-:10])=[O:9])[C:5]([NH2:11])=[C:4]([CH3:18])[CH:3]=1, predict the reactants needed to synthesize it. The reactants are: [Br:1][C:2]1[CH:7]=[C:6]([N+:8]([O-:10])=[O:9])[C:5]([NH:11]C(=O)C(F)(F)F)=[C:4]([CH3:18])[CH:3]=1.C(=O)([O-])[O-].[K+].[K+].CO. (3) Given the product [C:32]([OH:33])(=[O:34])[CH:31]([CH:30]([C:29]([OH:48])=[O:11])[OH:47])[OH:46], predict the reactants needed to synthesize it. The reactants are: CCC1C=CC(CC[O:11]C2C=CC(CC3SC(=O)NC3=O)=CC=2)=NC=1.Cl.C(O)[C@H]1[O:33][C@H:32]([O:34][C@]2(CO)O[C@H](CO)[C@@H](O)[C@@H]2O)[C@H:31]([OH:46])[C@@H:30]([OH:47])[C@@H:29]1[OH:48]. (4) Given the product [Cl:22][C:10]1[C:11]2[C:6](=[C:5]([C:14]3[CH:19]=[CH:18][CH:17]=[CH:16][CH:15]=3)[CH:4]=[C:3]([O:2][CH3:1])[CH:12]=2)[CH:7]=[N:8][N:9]=1, predict the reactants needed to synthesize it. The reactants are: [CH3:1][O:2][C:3]1[CH:12]=[C:11]2[C:6]([CH:7]=[N:8][NH:9][C:10]2=O)=[C:5]([C:14]2[CH:19]=[CH:18][CH:17]=[CH:16][CH:15]=2)[CH:4]=1.P(Cl)(Cl)([Cl:22])=O.